The task is: Predict the reactants needed to synthesize the given product.. This data is from Full USPTO retrosynthesis dataset with 1.9M reactions from patents (1976-2016). (1) Given the product [NH:25]1[CH2:26][CH2:27][CH2:28][C@H:23]([CH2:22][N:21]2[C:20]3[CH:36]=[CH:37][CH:38]=[CH:39][C:19]=3[N:18]=[C:17]2[CH2:16][N:5]([C@@H:6]2[C:15]3[N:14]=[CH:13][CH:12]=[CH:11][C:10]=3[CH2:9][CH2:8][CH2:7]2)[CH2:4][CH2:3][CH2:2][OH:1])[CH2:24]1, predict the reactants needed to synthesize it. The reactants are: [OH:1][CH2:2][CH2:3][CH2:4][N:5]([CH2:16][C:17]1[N:21]([CH2:22][C@H:23]2[CH2:28][CH2:27][CH2:26][N:25](C(OC(C)(C)C)=O)[CH2:24]2)[C:20]2[CH:36]=[CH:37][CH:38]=[CH:39][C:19]=2[N:18]=1)[C@@H:6]1[C:15]2[N:14]=[CH:13][CH:12]=[CH:11][C:10]=2[CH2:9][CH2:8][CH2:7]1.CN(CC1N(C[C@H]2CCCNC2)C2C=CC=CC=2N=1)[C@@H]1C2N=CC=CC=2CCC1. (2) Given the product [C:1]1([N:7]2[C:11]([NH:12][C:27](=[O:28])[O:29][C:30]3[CH:35]=[CH:34][CH:33]=[CH:32][CH:31]=3)=[CH:10][C:9]([C:13]([CH3:19])([CH3:18])[C:14]([F:16])([F:17])[F:15])=[N:8]2)[CH:2]=[CH:3][CH:4]=[CH:5][CH:6]=1, predict the reactants needed to synthesize it. The reactants are: [C:1]1([N:7]2[C:11]([NH2:12])=[CH:10][C:9]([C:13]([CH3:19])([CH3:18])[C:14]([F:17])([F:16])[F:15])=[N:8]2)[CH:6]=[CH:5][CH:4]=[CH:3][CH:2]=1.C(=O)([O-])[O-].[K+].[K+].Cl[C:27]([O:29][C:30]1[CH:35]=[CH:34][CH:33]=[CH:32][CH:31]=1)=[O:28]. (3) Given the product [CH3:26][C:12]1[C:11](=[O:27])[C:10]2[C:15](=[C:16]([C:17](=[O:19])[CH:18]=[CH:33][C:32]3[CH:35]=[CH:36][CH:37]=[C:30]([O:29][CH3:28])[CH:31]=3)[C:7]([O:6][CH2:3][CH:4]=[CH2:5])=[CH:8][CH:9]=2)[O:14][C:13]=1[C:20]1[CH:21]=[CH:22][CH:23]=[CH:24][CH:25]=1, predict the reactants needed to synthesize it. The reactants are: [OH-].[K+].[CH2:3]([O:6][C:7]1[C:16]([C:17](=[O:19])[CH3:18])=[C:15]2[C:10]([C:11](=[O:27])[C:12]([CH3:26])=[C:13]([C:20]3[CH:25]=[CH:24][CH:23]=[CH:22][CH:21]=3)[O:14]2)=[CH:9][CH:8]=1)[CH:4]=[CH2:5].[CH3:28][O:29][C:30]1[CH:31]=[C:32]([CH:35]=[CH:36][CH:37]=1)[CH:33]=O. (4) Given the product [CH2:1]([O:8][C:9]1[CH:14]=[C:13]([C:15]([O:17][CH2:18][C:19]2[CH:24]=[CH:23][CH:22]=[CH:21][CH:20]=2)=[O:16])[CH:12]=[C:11]([O:25][CH2:26][C:27]2[CH:32]=[CH:31][CH:30]=[CH:29][CH:28]=2)[C:10]=1[C:33]1[CH:38]=[CH:37][C:36]([F:40])=[CH:35][CH:34]=1)[C:2]1[CH:7]=[CH:6][CH:5]=[CH:4][CH:3]=1, predict the reactants needed to synthesize it. The reactants are: [CH2:1]([O:8][C:9]1[CH:14]=[C:13]([C:15]([O:17][CH2:18][C:19]2[CH:24]=[CH:23][CH:22]=[CH:21][CH:20]=2)=[O:16])[CH:12]=[C:11]([O:25][CH2:26][C:27]2[CH:32]=[CH:31][CH:30]=[CH:29][CH:28]=2)[C:10]=1[C:33]1[CH:38]=[CH:37][C:36](Br)=[CH:35][CH:34]=1)[C:2]1[CH:7]=[CH:6][CH:5]=[CH:4][CH:3]=1.[F:40]C1C=CC(B(O)O)=CC=1.[O-]P([O-])([O-])=O.[K+].[K+].[K+].C1COCC1. (5) Given the product [CH2:19]([S:26][C:2]1[CH:11]=[C:10]2[C:5]([C:6]([OH:12])=[CH:7][CH:8]=[N:9]2)=[CH:4][CH:3]=1)[C:20]1[CH:25]=[CH:24][CH:23]=[CH:22][CH:21]=1, predict the reactants needed to synthesize it. The reactants are: Br[C:2]1[CH:11]=[C:10]2[C:5]([C:6]([OH:12])=[CH:7][CH:8]=[N:9]2)=[CH:4][CH:3]=1.O1CCOCC1.[CH2:19]([SH:26])[C:20]1[CH:25]=[CH:24][CH:23]=[CH:22][CH:21]=1.CCN(C(C)C)C(C)C. (6) Given the product [CH2:1]([O:3][C:4]1[CH:5]=[C:6]([O:57][CH:58]([CH3:59])[CH3:60])[C:7]([F:56])=[C:8]([CH:10]([NH:43][C:44]2[CH:45]=[CH:46][C:47]([C:50]3[N:54]=[C:53]([CH3:55])[O:52][N:51]=3)=[CH:48][CH:49]=2)[C:11]2[N:12]([C:24]([C:37]3[CH:42]=[CH:41][CH:40]=[CH:39][CH:38]=3)([C:25]3[CH:26]=[CH:27][CH:28]=[CH:29][CH:30]=3)[C:31]3[CH:36]=[CH:35][CH:34]=[CH:33][CH:32]=3)[CH:13]=[C:14]([C:16]3[CH:23]=[CH:22][CH:21]=[CH:20][C:17]=3[CH:18]([OH:19])[CH2:61][CH3:62])[N:15]=2)[CH:9]=1)[CH3:2], predict the reactants needed to synthesize it. The reactants are: [CH2:1]([O:3][C:4]1[CH:5]=[C:6]([O:57][CH:58]([CH3:60])[CH3:59])[C:7]([F:56])=[C:8]([CH:10]([NH:43][C:44]2[CH:49]=[CH:48][C:47]([C:50]3[N:54]=[C:53]([CH3:55])[O:52][N:51]=3)=[CH:46][CH:45]=2)[C:11]2[N:12]([C:24]([C:37]3[CH:42]=[CH:41][CH:40]=[CH:39][CH:38]=3)([C:31]3[CH:36]=[CH:35][CH:34]=[CH:33][CH:32]=3)[C:25]3[CH:30]=[CH:29][CH:28]=[CH:27][CH:26]=3)[CH:13]=[C:14]([C:16]3[CH:23]=[CH:22][CH:21]=[CH:20][C:17]=3[CH:18]=[O:19])[N:15]=2)[CH:9]=1)[CH3:2].[CH3:61][CH2:62][Mg+].[Br-].CCOC(C)=O.[Na+].[Cl-]. (7) The reactants are: [NH2:1][C:2]1[C:6]([C:7]([O:9][CH2:10][CH3:11])=[O:8])=[CH:5][NH:4][N:3]=1.[H-].[Na+].[CH3:14][O:15][C:16]1[CH:23]=[CH:22][C:19]([CH2:20]Cl)=[CH:18][CH:17]=1. Given the product [NH2:1][C:2]1[C:6]([C:7]([O:9][CH2:10][CH3:11])=[O:8])=[CH:5][N:4]([CH2:20][C:19]2[CH:22]=[CH:23][C:16]([O:15][CH3:14])=[CH:17][CH:18]=2)[N:3]=1.[NH2:1][C:2]1[N:3]([CH2:20][C:19]2[CH:22]=[CH:23][C:16]([O:15][CH3:14])=[CH:17][CH:18]=2)[N:4]=[CH:5][C:6]=1[C:7]([O:9][CH2:10][CH3:11])=[O:8], predict the reactants needed to synthesize it. (8) Given the product [F:1][C:2]1[CH:3]=[CH:4][C:5]([C:6]([NH:21][C:13]2[CH:12]=[N:11][C:20]3[C:15]([CH:14]=2)=[CH:16][CH:17]=[CH:18][CH:19]=3)=[O:8])=[CH:9][CH:10]=1, predict the reactants needed to synthesize it. The reactants are: [F:1][C:2]1[CH:10]=[CH:9][C:5]([C:6]([OH:8])=O)=[CH:4][CH:3]=1.[N:11]1[C:20]2[C:15](=[CH:16][CH:17]=[CH:18][CH:19]=2)[CH:14]=[C:13]([NH2:21])[CH:12]=1.C(N(CC)C(C)C)(C)C. (9) The reactants are: [Br:1][C:2]1[CH:11]=[CH:10][C:5]([C:6]([O:8][CH3:9])=[O:7])=[CH:4][C:3]=1[OH:12].I[CH2:14][CH2:15][NH:16][S:17]([CH3:20])(=[O:19])=[O:18].[H-].[Na+]. Given the product [Br:1][C:2]1[CH:11]=[CH:10][C:5]([C:6]([O:8][CH3:9])=[O:7])=[CH:4][C:3]=1[O:12][CH2:14][CH2:15][NH:16][S:17]([CH3:20])(=[O:19])=[O:18], predict the reactants needed to synthesize it.